Dataset: Reaction yield outcomes from USPTO patents with 853,638 reactions. Task: Predict the reaction yield, written as a fraction of the theoretical maximum amount of product (1.0 means a 100% yield; for example, 0.34 means a 34% yield). (1) The reactants are [CH3:1][O:2][C:3]1[C:4](B(O)O)=[CH:5][C:6]2[C:11]([CH:12]=1)=[CH:10][CH:9]=[CH:8][CH:7]=2.[F:16][C:17]1[CH:22]=[CH:21][CH:20]=[CH:19][C:18]=1Br.C(=O)([O-])[O-].[Na+].[Na+]. The catalyst is COCCOC. The product is [CH3:1][O:2][C:3]1[C:4]([C:18]2[CH:19]=[CH:20][CH:21]=[CH:22][C:17]=2[F:16])=[CH:5][C:6]2[C:11](=[CH:10][CH:9]=[CH:8][CH:7]=2)[CH:12]=1. The yield is 0.750. (2) The catalyst is C1COCC1. The product is [S:26]1[C:27]2[CH:33]=[CH:32][CH:31]=[CH:30][C:28]=2[N:29]=[C:25]1[CH2:24][N:21]1[CH2:22][CH2:23][N:18]([C:13]2[CH:14]=[CH:15][CH:16]=[CH:17][C:12]=2[O:11][CH2:10][CH2:9][OH:8])[CH2:19][CH2:20]1. The reactants are [Si]([O:8][CH2:9][CH2:10][O:11][C:12]1[CH:17]=[CH:16][CH:15]=[CH:14][C:13]=1[N:18]1[CH2:23][CH2:22][N:21]([CH2:24][C:25]2[S:26][C:27]3[CH:33]=[CH:32][CH:31]=[CH:30][C:28]=3[N:29]=2)[CH2:20][CH2:19]1)(C(C)(C)C)(C)C.[F-]. The yield is 0.810. (3) The product is [Br:1][C:2]1[CH:3]=[C:4]2[C:9](=[CH:10][CH:11]=1)[CH2:8][CH:7]([NH2:15])[CH2:6][CH2:5]2. The reactants are [Br:1][C:2]1[CH:3]=[C:4]2[C:9](=[CH:10][CH:11]=1)[CH2:8][C:7](=O)[CH2:6][CH2:5]2.[BH3-]C#[N:15].[Na+].Cl. The yield is 0.650. The catalyst is CO. (4) The reactants are C(OC([N:8]([CH2:39][C:40]([O:42]C(C)(C)C)=[O:41])[C:9]1[CH:14]=[CH:13][CH:12]=[C:11]([CH:15]([S:31]([C:34]2[O:35][CH:36]=[CH:37][CH:38]=2)(=[O:33])=[O:32])[NH:16][CH2:17][C:18]2[CH:23]=[CH:22][C:21]([C:24]([CH3:30])([CH3:29])[CH2:25][CH2:26][CH2:27][CH3:28])=[CH:20][CH:19]=2)[N:10]=1)=O)(C)(C)C.FC(F)(F)C(O)=O. The catalyst is C(Cl)Cl. The product is [O:35]1[CH:36]=[CH:37][CH:38]=[C:34]1[S:31]([CH:15]([NH:16][CH2:17][C:18]1[CH:23]=[CH:22][C:21]([C:24]([CH3:29])([CH3:30])[CH2:25][CH2:26][CH2:27][CH3:28])=[CH:20][CH:19]=1)[C:11]1[N:10]=[C:9]([NH:8][CH2:39][C:40]([OH:42])=[O:41])[CH:14]=[CH:13][CH:12]=1)(=[O:33])=[O:32]. The yield is 0.610. (5) The reactants are [CH2:1]1[C@H:5]2[CH2:6][C:7](=[O:9])[CH2:8][C@H:4]2[CH2:3][NH:2]1.C(N(CC)CC)C.Cl[C:18]([O:20][CH2:21][C:22]1[CH:27]=[CH:26][CH:25]=[CH:24][CH:23]=1)=[O:19].O. The catalyst is ClCCl. The product is [O:9]=[C:7]1[CH2:6][C@@H:5]2[CH2:1][N:2]([C:18]([O:20][CH2:21][C:22]3[CH:27]=[CH:26][CH:25]=[CH:24][CH:23]=3)=[O:19])[CH2:3][C@@H:4]2[CH2:8]1. The yield is 0.549.